This data is from Full USPTO retrosynthesis dataset with 1.9M reactions from patents (1976-2016). The task is: Predict the reactants needed to synthesize the given product. (1) Given the product [CH3:19][O:18][C:13]1[C:14]2[C:15](=[O:17])[O:16][C:6](=[O:5])[NH:8][C:9]=2[CH:10]=[CH:11][C:12]=1[O:20][CH3:21], predict the reactants needed to synthesize it. The reactants are: C([O:5][C:6]([NH:8][C:9]1[C:14]([C:15]([OH:17])=[O:16])=[C:13]([O:18][CH3:19])[C:12]([O:20][CH3:21])=[CH:11][CH:10]=1)=O)(C)(C)C.C(Cl)(=O)C(Cl)=O. (2) Given the product [Br:1][CH2:2][CH2:3][CH2:4][C:5]([CH3:8])([O:7][Si:17]([C:20]([CH3:23])([CH3:22])[CH3:21])([CH3:19])[CH3:18])[CH3:6], predict the reactants needed to synthesize it. The reactants are: [Br:1][CH2:2][CH2:3][CH2:4][C:5]([CH3:8])([OH:7])[CH3:6].N1C(C)=CC=CC=1C.[Si:17](OS(C(F)(F)F)(=O)=O)([C:20]([CH3:23])([CH3:22])[CH3:21])([CH3:19])[CH3:18].O. (3) Given the product [CH3:1][N:2]1[C:7](=[O:8])[C:6]([C:9]2[CH2:13][CH:12]([C:14]3[CH:19]=[CH:18][CH:17]=[CH:16][CH:15]=3)[O:11][N:10]=2)=[CH:5][C:4]([C:20]([OH:22])=[O:21])=[N:3]1, predict the reactants needed to synthesize it. The reactants are: [CH3:1][N:2]1[C:7](=[O:8])[C:6]([C:9]2[CH2:13][CH:12]([C:14]3[CH:19]=[CH:18][CH:17]=[CH:16][CH:15]=3)[O:11][N:10]=2)=[CH:5][C:4]([C:20]([O:22]C)=[O:21])=[N:3]1.[OH-].[Li+]. (4) Given the product [Cl:35][CH2:36][C:37]1[N:38]=[C:39]2[CH:44]=[CH:43][N:42]([C:12]3[CH:13]=[CH:14][C:15]([F:16])=[C:10]([F:9])[CH:11]=3)[C:41](=[O:52])[N:40]2[CH:53]=1, predict the reactants needed to synthesize it. The reactants are: N1C=CC(N)=NC1=O.[F:9][C:10]1[CH:11]=[C:12](B(O)O)[CH:13]=[CH:14][C:15]=1[F:16].NC1C=CN(C2C=CC(F)=CC=2)C(=O)N=1.[Cl:35][CH2:36][C:37]1[N:38]=[C:39]2[CH:44]=[CH:43][N:42](C3C=CC(F)=CC=3)[C:41](=[O:52])[N:40]2[CH:53]=1. (5) Given the product [F:1][C:2]1[CH:3]=[C:4]2[C:8](=[CH:9][CH:10]=1)[NH:7][C:6](=[O:11])[C:5]2=[N:12][N:13]=[CH:14][C:15]1[CH:16]=[CH:17][C:18]([C:19]([NH:21][CH2:22][CH2:23][CH2:24][CH2:25][CH2:26][CH2:27][CH2:28][C:29]([NH:52][C:51]2[CH:50]=[CH:49][CH:48]=[CH:47][C:55]=2[NH2:54])=[O:30])=[O:20])=[CH:32][CH:33]=1, predict the reactants needed to synthesize it. The reactants are: [F:1][C:2]1[CH:3]=[C:4]2[C:8](=[CH:9][CH:10]=1)[NH:7][C:6](=[O:11])[C:5]2=[N:12][N:13]=[CH:14][C:15]1[CH:33]=[CH:32][C:18]([C:19]([NH:21][CH2:22][CH2:23][CH2:24][CH2:25][CH2:26][CH2:27][CH2:28][C:29](O)=[O:30])=[O:20])=[CH:17][CH:16]=1.Cl.C(N=C=NCCCN(C)C)C.O[C:47]1[C:55]2[N:54]=N[NH:52][C:51]=2[CH:50]=[CH:49][CH:48]=1.C(N(CC)CC)C.C1(N)C=CC=CC=1N. (6) Given the product [CH:3]1([S:8][CH2:10][CH2:11][CH2:12][OH:13])[CH2:7][CH2:6][CH2:5][CH2:4]1, predict the reactants needed to synthesize it. The reactants are: [H-].[Na+].[CH:3]1([SH:8])[CH2:7][CH2:6][CH2:5][CH2:4]1.Br[CH2:10][CH2:11][CH2:12][OH:13].O. (7) Given the product [CH:19]1([NH:24][C:12](=[O:14])[C:11]2[CH:15]=[CH:16][N:17]=[CH:18][C:10]=2[NH:9][C:3]2[CH:4]=[CH:5][C:6]([I:8])=[CH:7][C:2]=2[F:1])[CH2:23][CH2:22][CH2:21][CH2:20]1, predict the reactants needed to synthesize it. The reactants are: [F:1][C:2]1[CH:7]=[C:6]([I:8])[CH:5]=[CH:4][C:3]=1[NH:9][C:10]1[CH:18]=[N:17][CH:16]=[CH:15][C:11]=1[C:12]([OH:14])=O.[CH:19]1([NH2:24])[CH2:23][CH2:22][CH2:21][CH2:20]1.